Task: Predict which catalyst facilitates the given reaction.. Dataset: Catalyst prediction with 721,799 reactions and 888 catalyst types from USPTO (1) Reactant: O=[CH:2][CH2:3][CH2:4][CH2:5][NH:6][C:7]([N:9]1[CH2:14][CH2:13][CH:12]([C:15]2[CH:20]=[CH:19][CH:18]=[CH:17][CH:16]=2)[CH2:11][CH2:10]1)=[O:8].[CH2:21]([NH:24][CH:25]1[CH2:33][CH2:32][C:28]2[N:29]=[CH:30][S:31][C:27]=2[CH2:26]1)[CH2:22][CH3:23].C(O[BH-](OC(=O)C)OC(=O)C)(=O)C.[Na+]. Product: [C:15]1([CH:12]2[CH2:13][CH2:14][N:9]([C:7]([NH:6][CH2:5][CH2:4][CH2:3][CH2:2][N:24]([CH2:21][CH2:22][CH3:23])[CH:25]3[CH2:33][CH2:32][C:28]4[N:29]=[CH:30][S:31][C:27]=4[CH2:26]3)=[O:8])[CH2:10][CH2:11]2)[CH:20]=[CH:19][CH:18]=[CH:17][CH:16]=1. The catalyst class is: 26. (2) Reactant: [N+:1]([C:4]1[CH:5]=[C:6]2[C:12]([C:13]3[CH:14]=[C:15]([N:19]4[CH2:24][CH2:23][N:22]([C:25]([O:27][C:28]([CH3:31])([CH3:30])[CH3:29])=[O:26])[CH2:21][CH2:20]4)[CH:16]=[CH:17][CH:18]=3)=[N:11][NH:10][C:7]2=[N:8][CH:9]=1)([O-])=O.[H][H]. Product: [NH2:1][C:4]1[CH:5]=[C:6]2[C:12]([C:13]3[CH:14]=[C:15]([N:19]4[CH2:20][CH2:21][N:22]([C:25]([O:27][C:28]([CH3:31])([CH3:30])[CH3:29])=[O:26])[CH2:23][CH2:24]4)[CH:16]=[CH:17][CH:18]=3)=[N:11][NH:10][C:7]2=[N:8][CH:9]=1. The catalyst class is: 687. (3) Reactant: [CH3:1][O:2][C:3]1[CH:4]=[C:5]([S:9]([NH:12][C@@H:13]([C:18]([OH:20])=[O:19])[C:14]([CH3:17])([CH3:16])[CH3:15])(=[O:11])=[O:10])[CH:6]=[CH:7][CH:8]=1.C(=O)([O-])[O-].[K+].[K+].[CH2:27](Br)[C:28]1[CH:33]=[CH:32][CH:31]=[CH:30][CH:29]=1. Product: [CH2:27]([O:19][C:18](=[O:20])[C@@H:13]([C:14]([CH3:16])([CH3:17])[CH3:15])[NH:12][S:9]([C:5]1[CH:6]=[CH:7][CH:8]=[C:3]([O:2][CH3:1])[CH:4]=1)(=[O:11])=[O:10])[C:28]1[CH:33]=[CH:32][CH:31]=[CH:30][CH:29]=1. The catalyst class is: 3.